Task: Regression. Given a peptide amino acid sequence and an MHC pseudo amino acid sequence, predict their binding affinity value. This is MHC class I binding data.. Dataset: Peptide-MHC class I binding affinity with 185,985 pairs from IEDB/IMGT The peptide sequence is IPYHIVNIV. The MHC is HLA-A31:01 with pseudo-sequence HLA-A31:01. The binding affinity (normalized) is 0.0847.